Dataset: Experimentally validated miRNA-target interactions with 360,000+ pairs, plus equal number of negative samples. Task: Binary Classification. Given a miRNA mature sequence and a target amino acid sequence, predict their likelihood of interaction. (1) The miRNA is mmu-miR-3065-5p with sequence UCAACAAAAUCACUGAUGCUGG. The protein sequence of the target gene is MAPPTGVLSSLLLLVTIAGCARKQCSEGRTYSNAVISPNLETTRIMRVSHTFPVVDCTAACCDLSSCDLAWWFEGRCYLVSCPHKENCEPKKMGPIRSYLTFVLRPVQRPAQLLDYGDMMLNRGSPSGIWGDSPEDIRKDLTFLGKDWGLEEMSEYSDDYRELEKDLLQPSGKQEPRGSAEYTDWGLLPGSEGAFNSSVGDSPAVPAETQQDPELHYLNESASTPAPKLPERSVLLPLPTTPSSGEVLEKEKASQLQEQSSNSSGKEVLMPSHSLPPASLELSSVTVEKSPVLTVTPGST.... Result: 0 (no interaction). (2) Result: 0 (no interaction). The protein sequence of the target gene is MNPREEKVKIITEEFIENDEDADMGRQNKNSKVRRQPRKKQPPTAVPKEMVSEKSHLGNPQEPVQEEPKTRLLSMTVRRGPRSLPPIPSTSRTGFAEFSMRGRMREKLQAARSKAESALLQEIPTPRPRRLRSPSKKELETEFGTEPGKEVERTQQEVDSQSYSRVKFHDSARKIKPKPQVPPGFPSAEEAYNFFTFNFDPEPEGSEEKPKARHRAGTNQEEEEGEEEEPPAQGGGKEMDEEELLNGDDAEDFLLGLDHVADDFVAVRPADYESIHDRLQMEREMLFIPSRQTVPTYKKL.... The miRNA is rno-miR-29b-1-5p with sequence UUUCAUAUGGUGGUUUAGAUUU. (3) The miRNA is hsa-miR-6864-5p with sequence UUGAAGGGACAAGUCAGAUAUGCC. The protein sequence of the target gene is MQAIKCVVVGDGAVGKTCLLISYTTNAFPGEYIPTVFDNYSANVMVDSKPVNLGLWDTAGQEDYDRLRPLSYPQTDVFLICFSLVSPASYENVRAKWFPEVRHHCPSTPIILVGTKLDLRDDKDTIEKLKEKKLAPITYPQGLALAKDIDSVKYLECSALTQRGLKTVFDEAIRAVLCPQPTRQQKRPCSLL. Result: 0 (no interaction). (4) The miRNA is hsa-miR-6842-3p with sequence UUGGCUGGUCUCUGCUCCGCAG. The protein sequence of the target gene is MEAAAAAAAAAAAAAAAGGGCGSGPPPLLLSEGEQQCYSELFARCAGAAGGGPGSGPPEAARVAPGTATAAAGPVADLFRASQLPAETLHQITELCGAKRVGYFGPTQFYIALKLIAAAQSGLPVRIESIKCELPLPRFMMSKNDGEIRFGNPAELHGTKVQIPYLTTEKNSFKRMDDEDKQQETQSPTMSPLASPPSSPPHYQRVPLSHGYSKLRSSAEQMHPAPYEARQPLVQPEGSSSGGPGTKPLRHQASLIRSFSVERELQDNSSYPDEPWRITEEQREYYVNQFRSLQPDPSSF.... Result: 0 (no interaction). (5) The miRNA is hsa-miR-140-5p with sequence CAGUGGUUUUACCCUAUGGUAG. The protein sequence of the target gene is MSYTFTRGPVWKYSQSVQYGSHENIPRLSYSTFLPHFEFQDIIPPDDFLTSDEEQDLVLFGTMRGQVVGLRYYTGVVNNNEMVALQREPNNPYDKNAIKVNNVNGNQVGHIKREIAAAVAYIMDNKLAQVEGVVPFGASNTFTMPLYMTFWGKEENRNVVLEQLKKHGFKLGPTPKTLGSSLENAWGSGRAGPSYSRPAHVAVQMTTDQLKTEFDKLFEDLKEDDRTVEMEPAEAIETPLLPHQKQALAWMIARENSKELPPFWEQRNDLYYNTITNFSVKERPENVHGGILADDMGLGK.... Result: 0 (no interaction).